From a dataset of Forward reaction prediction with 1.9M reactions from USPTO patents (1976-2016). Predict the product of the given reaction. (1) Given the reactants [NH2:1][C:2]1[N:7]=[C:6]([N:8]2[CH2:31][CH2:30][C:11]3([CH2:15][N:14](C(OC/C(/C=C)=C/C=C\C)=O)[C@H:13]([C:27]([OH:29])=[O:28])[CH2:12]3)[CH2:10][CH2:9]2)[CH:5]=[C:4]([O:32][C@H:33]([C:38]2[CH:43]=[CH:42][C:41](/[CH:44]=[CH:45]/[C:46]([O:48][CH2:49][CH3:50])=[O:47])=[CH:40][C:39]=2[N:51]2[CH:55]=[CH:54][C:53]([CH3:56])=[N:52]2)[C:34]([F:37])([F:36])[F:35])[N:3]=1, predict the reaction product. The product is: [NH2:1][C:2]1[N:7]=[C:6]([N:8]2[CH2:31][CH2:30][C:11]3([CH2:15][NH:14][C@H:13]([C:27]([OH:29])=[O:28])[CH2:12]3)[CH2:10][CH2:9]2)[CH:5]=[C:4]([O:32][C@H:33]([C:38]2[CH:43]=[CH:42][C:41]([CH2:44][CH2:45][C:46]([O:48][CH2:49][CH3:50])=[O:47])=[CH:40][C:39]=2[N:51]2[CH:55]=[CH:54][C:53]([CH3:56])=[N:52]2)[C:34]([F:37])([F:36])[F:35])[N:3]=1. (2) The product is: [CH3:21][O:20][C:8]1[CH:7]=[C:6]2[C:11]([C:2]([NH:22][C:23]3[CH:28]=[CH:27][CH:26]=[C:25]([CH3:29])[CH:24]=3)=[N:3][CH:4]=[N:5]2)=[C:10]([O:12][CH:13]2[CH2:18][CH2:17][N:16]([CH3:19])[CH2:15][CH2:14]2)[CH:9]=1. Given the reactants Cl[C:2]1[C:11]2[C:6](=[CH:7][C:8]([O:20][CH3:21])=[CH:9][C:10]=2[O:12][CH:13]2[CH2:18][CH2:17][N:16]([CH3:19])[CH2:15][CH2:14]2)[N:5]=[CH:4][N:3]=1.[NH2:22][C:23]1[CH:28]=[CH:27][CH:26]=[C:25]([CH3:29])[CH:24]=1, predict the reaction product. (3) The product is: [F:45][C:46]([F:51])([F:50])[C:47]([OH:49])=[O:48].[Cl:26][C:27]1[C:41]([Cl:42])=[CH:40][C:30]2[N:31]([CH2:34][CH2:35][C:36]([NH:39][CH2:4][CH:5]([C:7]3[CH:8]=[C:9]([NH:13][S:14]([C:17]4[CH:18]=[CH:19][CH:20]=[CH:21][CH:22]=4)(=[O:15])=[O:16])[CH:10]=[CH:11][CH:12]=3)[OH:6])([CH3:38])[CH3:37])[CH:32]=[N:33][C:29]=2[CH:28]=1. Given the reactants C(O[CH:4](O)[C:5]([C:7]1[CH:8]=[C:9]([NH:13][S:14]([C:17]2[CH:22]=[CH:21][CH:20]=[CH:19][CH:18]=2)(=[O:16])=[O:15])[CH:10]=[CH:11][CH:12]=1)=[O:6])C.Cl.Cl.[Cl:26][C:27]1[C:41]([Cl:42])=[CH:40][C:30]2[N:31]([CH2:34][CH2:35][C:36]([NH2:39])([CH3:38])[CH3:37])[CH:32]=[N:33][C:29]=2[CH:28]=1.[BH4-].[Na+].[F:45][C:46]([F:51])([F:50])[C:47]([OH:49])=[O:48], predict the reaction product. (4) Given the reactants [Cl:1][C:2]1[C:3]([NH:24][C:25]2[CH:29]=[C:28]([CH3:30])[NH:27][N:26]=2)=[N:4][C:5]([NH:8][C:9]2[CH:14]=[C:13]([CH3:15])[C:12]([CH:16]3[CH2:21][CH2:20][N:19](C)[CH2:18][CH2:17]3)=[CH:11][C:10]=2[F:23])=[N:6][CH:7]=1.NC1C(F)=CC(C2CCN(C(OC(C)(C)C)=O)CC2)=C(C)C=1, predict the reaction product. The product is: [Cl:1][C:2]1[C:3]([NH:24][C:25]2[CH:29]=[C:28]([CH3:30])[NH:27][N:26]=2)=[N:4][C:5]([NH:8][C:9]2[CH:14]=[C:13]([CH3:15])[C:12]([CH:16]3[CH2:17][CH2:18][NH:19][CH2:20][CH2:21]3)=[CH:11][C:10]=2[F:23])=[N:6][CH:7]=1. (5) Given the reactants CC([O-])(C)C.[K+].CC(O)(C)C.[CH2:12]1[O:22][C:15]2([CH2:20][CH2:19][C:18](=O)[CH2:17][CH2:16]2)[O:14][CH2:13]1.S([CH2:33][N+:34]#[C-])(C1C=CC(C)=CC=1)(=O)=O, predict the reaction product. The product is: [O:14]1[C:15]2([CH2:20][CH2:19][CH:18]([C:33]#[N:34])[CH2:17][CH2:16]2)[O:22][CH2:12][CH2:13]1. (6) Given the reactants [Cl:1][C:2]1[N:7]=[C:6]2[NH:8][N:9]=[CH:10][C:5]2=[CH:4][N:3]=1.[N:11]1[C:20]2[C:15](=[CH:16][CH:17]=[CH:18][C:19]=2[S:21](Cl)(=[O:23])=[O:22])[CH:14]=[CH:13][CH:12]=1, predict the reaction product. The product is: [Cl:1][C:2]1[N:7]=[C:6]2[N:8]([S:21]([C:19]3[CH:18]=[CH:17][CH:16]=[C:15]4[C:20]=3[N:11]=[CH:12][CH:13]=[CH:14]4)(=[O:22])=[O:23])[N:9]=[CH:10][C:5]2=[CH:4][N:3]=1. (7) Given the reactants [CH3:1][N:2]([CH3:27])[C:3]1[CH:8]=[CH:7][C:6]([C:9]2[N:18]=[C:17]([O:19][CH2:20][C@H:21]3[O:26][CH2:25][CH2:24][NH:23][CH2:22]3)[C:16]3[C:11](=[N:12][CH:13]=[CH:14][N:15]=3)[CH:10]=2)=[CH:5][CH:4]=1.CCN(CC)CC.Cl[CH2:36][CH2:37][S:38](Cl)(=[O:40])=[O:39], predict the reaction product. The product is: [CH3:1][N:2]([CH3:27])[C:3]1[CH:4]=[CH:5][C:6]([C:9]2[N:18]=[C:17]([O:19][CH2:20][C@H:21]3[O:26][CH2:25][CH2:24][N:23]([S:38]([CH:37]=[CH2:36])(=[O:40])=[O:39])[CH2:22]3)[C:16]3[C:11](=[N:12][CH:13]=[CH:14][N:15]=3)[CH:10]=2)=[CH:7][CH:8]=1.